Dataset: Reaction yield outcomes from USPTO patents with 853,638 reactions. Task: Predict the reaction yield, written as a fraction of the theoretical maximum amount of product (1.0 means a 100% yield; for example, 0.34 means a 34% yield). The reactants are [C:1]([C:5]1[CH:23]=[CH:22][C:8]([C:9]([NH:11][C:12]2[N:13]=[C:14]3[CH:19]=[CH:18][C:17](Cl)=[N:16][N:15]3[CH:21]=2)=[O:10])=[CH:7][CH:6]=1)([CH3:4])([CH3:3])[CH3:2].C(O)C. The catalyst is [C].[Pd].O1CCCC1. The product is [C:1]([C:5]1[CH:23]=[CH:22][C:8]([C:9]([NH:11][C:12]2[N:13]=[C:14]3[CH:19]=[CH:18][CH:17]=[N:16][N:15]3[CH:21]=2)=[O:10])=[CH:7][CH:6]=1)([CH3:4])([CH3:2])[CH3:3]. The yield is 0.270.